From a dataset of Full USPTO retrosynthesis dataset with 1.9M reactions from patents (1976-2016). Predict the reactants needed to synthesize the given product. (1) Given the product [CH2:17]([C:13]1[C:12]([CH2:11][O:10][C:7]2[CH:8]=[CH:9][C:4]([C:3]([OH:21])=[O:2])=[CH:5][N:6]=2)=[CH:16][O:15][N:14]=1)[CH2:18][CH2:19][CH3:20], predict the reactants needed to synthesize it. The reactants are: C[O:2][C:3](=[O:21])[C:4]1[CH:9]=[CH:8][C:7]([O:10][CH2:11][C:12]2[C:13]([CH2:17][CH2:18][CH2:19][CH3:20])=[N:14][O:15][CH:16]=2)=[N:6][CH:5]=1.O.[OH-].[Li+].CO.Cl. (2) Given the product [CH:1]([O:4][C:5]([N:7]1[CH2:12][CH2:11][CH:10]([O:13][C@@H:14]([C:16]2[N:20]=[C:19]([C:21]3[N:22]=[N:23][C:24]([N:46]4[CH2:47][C@H:48]([C:49]5[CH:54]=[C:53]([F:55])[CH:52]=[CH:51][C:50]=5[F:56])[C@@H:44]([NH:43][C:42]([O:41][C:37]([CH3:40])([CH3:38])[CH3:39])=[O:57])[CH2:45]4)=[CH:25][CH:26]=3)[O:18][N:17]=2)[CH3:15])[CH2:9][CH2:8]1)=[O:6])([CH3:2])[CH3:3], predict the reactants needed to synthesize it. The reactants are: [CH:1]([O:4][C:5]([N:7]1[CH2:12][CH2:11][CH:10]([O:13][C@@H:14]([C:16]2[N:20]=[C:19]([C:21]3[N:22]=[N:23][C:24](ON4C5C=CC=CC=5N=N4)=[CH:25][CH:26]=3)[O:18][N:17]=2)[CH3:15])[CH2:9][CH2:8]1)=[O:6])([CH3:3])[CH3:2].[C:37]([O:41][C:42](=[O:57])[NH:43][C@@H:44]1[C@@H:48]([C:49]2[CH:54]=[C:53]([F:55])[CH:52]=[CH:51][C:50]=2[F:56])[CH2:47][NH:46][CH2:45]1)([CH3:40])([CH3:39])[CH3:38]. (3) The reactants are: [CH3:1][O:2][C:3]1[CH:11]=[CH:10][CH:9]=[C:8]2[C:4]=1[CH:5]=[C:6]([C:12]([O:14]C)=[O:13])[NH:7]2.[OH-].[Na+]. Given the product [CH3:1][O:2][C:3]1[CH:11]=[CH:10][CH:9]=[C:8]2[C:4]=1[CH:5]=[C:6]([C:12]([OH:14])=[O:13])[NH:7]2, predict the reactants needed to synthesize it. (4) Given the product [CH3:1][N:2]1[C:7]([CH3:8])=[CH:6][C:5]([OH:9])=[C:4]([C:10]([NH:16][C:17]2[CH:21]=[CH:20][N:19]([CH3:22])[N:18]=2)=[O:12])[C:3]1=[O:15], predict the reactants needed to synthesize it. The reactants are: [CH3:1][N:2]1[C:7]([CH3:8])=[CH:6][C:5]([OH:9])=[C:4]([C:10]([O:12]CC)=O)[C:3]1=[O:15].[NH2:16][C:17]1[CH:21]=[CH:20][N:19]([CH3:22])[N:18]=1.BrC1C=CC=CC=1. (5) The reactants are: O([O:5][CH:6]([CH2:10][CH2:11][CH2:12][CH2:13][CH2:14][CH2:15][CH2:16][CH2:17][CH2:18][CH3:19])[C:7]([OH:9])=[O:8])C(C)=O.C(N=C=N[CH:26]([CH3:28])[CH3:27])(C)C.[CH2:29]([OH:32])[CH2:30]C. Given the product [C:29]([O:5][CH:6]([CH2:10][CH2:11][CH2:12][CH2:13][CH2:14][CH2:15][CH2:16][CH2:17][CH2:18][CH3:19])[C:7]([O:9][CH2:28][CH2:26][CH3:27])=[O:8])(=[O:32])[CH3:30], predict the reactants needed to synthesize it. (6) Given the product [N+:11]([C:6]1[CH:7]=[C:8]2[CH2:9][NH:14][CH2:2][CH2:3][N:4]2[N:5]=1)([O-:13])=[O:12], predict the reactants needed to synthesize it. The reactants are: Br[CH2:2][CH2:3][N:4]1[C:8]([CH2:9]Br)=[CH:7][C:6]([N+:11]([O-:13])=[O:12])=[N:5]1.[NH3:14]. (7) Given the product [CH:1]1([CH2:6][CH:7]([C:18]2[NH:31][C:21]3=[N:22][CH:23]=[C:24]([CH2:26][CH:27]=[O:30])[CH:25]=[C:20]3[CH:19]=2)[C:8]2[CH:13]=[CH:12][C:11]([S:14]([CH3:17])(=[O:16])=[O:15])=[CH:10][CH:9]=2)[CH2:5][CH2:4][CH2:3][CH2:2]1, predict the reactants needed to synthesize it. The reactants are: [CH:1]1([CH2:6][CH:7]([C:18]2[NH:31][C:21]3=[N:22][CH:23]=[C:24]([CH2:26][CH:27]([OH:30])CO)[CH:25]=[C:20]3[CH:19]=2)[C:8]2[CH:13]=[CH:12][C:11]([S:14]([CH3:17])(=[O:16])=[O:15])=[CH:10][CH:9]=2)[CH2:5][CH2:4][CH2:3][CH2:2]1.I([O-])(=O)(=O)=O.[Na+]. (8) Given the product [NH2:33][C@H:3]1[C@H:2]([NH:1][S:42]([CH3:41])(=[O:44])=[O:43])[C@@H:7]([CH3:8])[CH2:6][C@@H:5]([C:9]2[CH:14]=[CH:13][N:12]=[CH:11][C:10]=2[NH:15][C:16](=[O:32])[C:17]2[CH:22]=[CH:21][C:20]([F:23])=[C:19]([C:24]3[C:25]([F:31])=[CH:26][CH:27]=[CH:28][C:29]=3[F:30])[N:18]=2)[CH2:4]1, predict the reactants needed to synthesize it. The reactants are: [NH2:1][C@@H:2]1[C@@H:7]([CH3:8])[CH2:6][C@@H:5]([C:9]2[CH:14]=[CH:13][N:12]=[CH:11][C:10]=2[NH:15][C:16](=[O:32])[C:17]2[CH:22]=[CH:21][C:20]([F:23])=[C:19]([C:24]3[C:29]([F:30])=[CH:28][CH:27]=[CH:26][C:25]=3[F:31])[N:18]=2)[CH2:4][C@H:3]1[NH:33]C(=O)OC(C)(C)C.[CH3:41][S:42](Cl)(=[O:44])=[O:43]. (9) The reactants are: [N:1]1[C:8](Cl)=[N:7][C:5]([Cl:6])=[N:4][C:2]=1[Cl:3].[CH3:10][O:11][C:12]1[CH:13]=[C:14]([Mg]Br)[CH:15]=[CH:16][CH:17]=1.C(=O)(O)[O-].[Na+].O. Given the product [Cl:3][C:2]1[N:4]=[C:5]([Cl:6])[N:7]=[C:8]([C:16]2[CH:15]=[CH:14][CH:13]=[C:12]([O:11][CH3:10])[CH:17]=2)[N:1]=1, predict the reactants needed to synthesize it.